Task: Predict which catalyst facilitates the given reaction.. Dataset: Catalyst prediction with 721,799 reactions and 888 catalyst types from USPTO (1) Reactant: [O:1]=[C:2]1[NH:6][C:5]2[CH:7]=[CH:8][C:9]([CH:11]=[O:12])=[CH:10][C:4]=2[S:3]1.Br[CH2:14][CH2:15][CH2:16][OH:17].C(=O)([O-])[O-].[K+].[K+].[I-].[K+]. Product: [OH:17][CH2:16][CH2:15][CH2:14][N:6]1[C:5]2[CH:7]=[CH:8][C:9]([CH:11]=[O:12])=[CH:10][C:4]=2[S:3][C:2]1=[O:1]. The catalyst class is: 10. (2) Product: [CH2:1]([O:8][C:9]1[CH:10]2[NH:17][C:16]([NH:18][C:20]3[CH:36]=[CH:35][C:23]([C:24]([N:26]([CH3:34])[CH:27]4[CH2:32][CH2:31][N:30]([CH3:33])[CH2:29][CH2:28]4)=[O:25])=[CH:22][CH:21]=3)=[N:15][N:11]2[CH:12]=[CH:13][CH:14]=1)[C:2]1[CH:7]=[CH:6][CH:5]=[CH:4][CH:3]=1. Reactant: [CH2:1]([O:8][C:9]1[C:10]2[N:11]([N:15]=[C:16]([NH2:18])[N:17]=2)[CH:12]=[CH:13][CH:14]=1)[C:2]1[CH:7]=[CH:6][CH:5]=[CH:4][CH:3]=1.I[C:20]1[CH:36]=[CH:35][C:23]([C:24]([N:26]([CH3:34])[CH:27]2[CH2:32][CH2:31][N:30]([CH3:33])[CH2:29][CH2:28]2)=[O:25])=[CH:22][CH:21]=1. The catalyst class is: 12. (3) Reactant: [H-].[Na+].[CH2:3]([N:5]([CH2:21][CH3:22])[C:6](=[O:20])[O:7][C:8]1[C:17]([Cl:18])=[C:16]2[C:11]([CH2:12][CH2:13][NH:14][C:15]2=[O:19])=[CH:10][CH:9]=1)[CH3:4].[CH2:23]([O:30][C:31]1[C:36]([CH2:37]Cl)=[C:35]([CH3:39])[CH:34]=[C:33]([CH3:40])[N:32]=1)[C:24]1[CH:29]=[CH:28][CH:27]=[CH:26][CH:25]=1.O. Product: [CH2:21]([N:5]([CH2:3][CH3:4])[C:6](=[O:20])[O:7][C:8]1[C:17]([Cl:18])=[C:16]2[C:11]([CH2:12][CH2:13][N:14]([CH2:37][C:36]3[C:31]([O:30][CH2:23][C:24]4[CH:29]=[CH:28][CH:27]=[CH:26][CH:25]=4)=[N:32][C:33]([CH3:40])=[CH:34][C:35]=3[CH3:39])[C:15]2=[O:19])=[CH:10][CH:9]=1)[CH3:22]. The catalyst class is: 3. (4) Reactant: Br[C:2]1[CH:6]=[C:5]([C:7]([NH:10][C:11](=[O:13])[CH3:12])([CH3:9])[CH3:8])[N:4]([CH3:14])[N:3]=1.N.O[C@H]1C[NH:20][C@H](C(O)=O)C1.C(=O)([O-])[O-].[K+].[K+]. Product: [NH2:20][C:2]1[CH:6]=[C:5]([C:7]([NH:10][C:11](=[O:13])[CH3:12])([CH3:9])[CH3:8])[N:4]([CH3:14])[N:3]=1. The catalyst class is: 156. (5) Reactant: C([O:8][C:9]1[CH:29]=[CH:28][C:12]([O:13][C:14]2[C:23]3[C:18](=[CH:19][C:20]([O:26][CH3:27])=[C:21]([O:24][CH3:25])[CH:22]=3)[N:17]=[CH:16][N:15]=2)=[CH:11][CH:10]=1)C1C=CC=CC=1. Product: [CH3:25][O:24][C:21]1[CH:22]=[C:23]2[C:18](=[CH:19][C:20]=1[O:26][CH3:27])[N:17]=[CH:16][N:15]=[C:14]2[O:13][C:12]1[CH:28]=[CH:29][C:9]([OH:8])=[CH:10][CH:11]=1. The catalyst class is: 67. (6) The catalyst class is: 9. Product: [O:1]=[C:2]1[C:15]2[CH:14]=[CH:13][CH:12]=[C:11]([C:16]([NH2:22])=[O:18])[C:10]=2[O:9][C:8]2[C:3]1=[CH:4][CH:5]=[CH:6][CH:7]=2. Reactant: [O:1]=[C:2]1[C:15]2[CH:14]=[CH:13][CH:12]=[C:11]([C:16]([OH:18])=O)[C:10]=2[O:9][C:8]2[C:3]1=[CH:4][CH:5]=[CH:6][CH:7]=2.C([N:22](C(C)C)CC)(C)C.F[P-](F)(F)(F)(F)F.N1(OC(N(C)C)=[N+](C)C)C2C=CC=CC=2N=N1.[OH-].[NH4+]. (7) Reactant: [CH:1]([C@H:4]1[CH2:8][O:7][C:6](=[O:9])[N:5]1[C:10](=[O:15])/[C:11](/[CH3:14])=[CH:12]/[CH3:13])([CH3:3])[CH3:2].C(N(CC)C(C)C)(C)C.[CH:25](=[O:27])[CH3:26]. Product: [OH:27][CH:25]([C:11]([CH3:14])([CH:12]=[CH2:13])[C:10]([N:5]1[C@@H:4]([CH:1]([CH3:2])[CH3:3])[CH2:8][O:7][C:6]1=[O:9])=[O:15])[CH3:26]. The catalyst class is: 528. (8) Reactant: [C:1]([C:4]1[CH:17]=[CH:16][C:7]([CH2:8][C:9]2[CH:14]=[CH:13][CH:12]=[CH:11][C:10]=2[OH:15])=[CH:6][CH:5]=1)([OH:3])=[O:2].S(=O)(=O)(O)O.O. Product: [CH2:1]([O:2][C:1]([C:4]1[CH:5]=[CH:6][C:7]([CH2:8][C:9]2[CH:14]=[CH:13][CH:12]=[CH:11][C:10]=2[OH:15])=[CH:16][CH:17]=1)=[O:3])[CH:4]([CH3:17])[CH3:5]. The catalyst class is: 619. (9) Reactant: [S:1]([Cl:5])(Cl)(=[O:3])=[O:2].[C:6]([N:9]1[CH2:14][CH2:13][NH:12][CH2:11][CH2:10]1)(=[O:8])[CH3:7].C(N(CC)CC)C. Product: [C:6]([N:9]1[CH2:14][CH2:13][N:12]([S:1]([Cl:5])(=[O:3])=[O:2])[CH2:11][CH2:10]1)(=[O:8])[CH3:7]. The catalyst class is: 22.